Dataset: Reaction yield outcomes from USPTO patents with 853,638 reactions. Task: Predict the reaction yield, written as a fraction of the theoretical maximum amount of product (1.0 means a 100% yield; for example, 0.34 means a 34% yield). (1) The reactants are [OH-].[Na+].C([O:5][C:6](=[O:21])[CH2:7][C:8]([NH:10][C:11]1[CH:16]=[CH:15][CH:14]=[CH:13][C:12]=1[S:17](=[O:20])(=[O:19])[NH2:18])=O)C.Cl. The catalyst is O. The product is [O:19]=[S:17]1(=[O:20])[C:12]2[CH:13]=[CH:14][CH:15]=[CH:16][C:11]=2[NH:10][C:8]([CH2:7][C:6]([OH:5])=[O:21])=[N:18]1. The yield is 0.717. (2) The reactants are [OH-].[Na+].C([O:10][C:11]([CH:13]1[CH2:18][CH2:17][CH:16]([CH2:19][CH:20]=[C:21]([F:23])[F:22])[CH2:15][CH2:14]1)=[O:12])C1C=CC=CC=1.Cl.O[Li].O. The catalyst is CO.C1COCC1.O. The product is [F:22][C:21]([F:23])=[CH:20][CH2:19][CH:16]1[CH2:17][CH2:18][CH:13]([C:11]([OH:12])=[O:10])[CH2:14][CH2:15]1. The yield is 0.860. (3) The reactants are [Cl:1][C:2]1[CH:3]=[CH:4][C:5]([N+:19]([O-])=O)=[C:6]([C:8]2[CH2:12][CH2:11][N:10]([C:13]3[CH:18]=[CH:17][CH:16]=[CH:15][CH:14]=3)[N:9]=2)[CH:7]=1.[Sn](Cl)Cl.C([O-])(O)=O.[Na+]. The catalyst is C(O)C. The product is [Cl:1][C:2]1[CH:3]=[CH:4][C:5]([NH2:19])=[C:6]([C:8]2[CH2:12][CH2:11][N:10]([C:13]3[CH:14]=[CH:15][CH:16]=[CH:17][CH:18]=3)[N:9]=2)[CH:7]=1. The yield is 0.610.